This data is from Peptide-MHC class II binding affinity with 134,281 pairs from IEDB. The task is: Regression. Given a peptide amino acid sequence and an MHC pseudo amino acid sequence, predict their binding affinity value. This is MHC class II binding data. (1) The peptide sequence is IGNTVTPTVTFTMDGDK. The MHC is DRB1_0101 with pseudo-sequence DRB1_0101. The binding affinity (normalized) is 0.241. (2) The peptide sequence is GYKVLVLNPSVAATLGFGAY. The MHC is DRB1_0404 with pseudo-sequence DRB1_0404. The binding affinity (normalized) is 0.728. (3) The peptide sequence is MAAHKFMVAMFLAVA. The MHC is DRB3_0101 with pseudo-sequence DRB3_0101. The binding affinity (normalized) is 0.196. (4) The peptide sequence is FDLRAQGINLIIHYV. The MHC is DRB1_1302 with pseudo-sequence DRB1_1302. The binding affinity (normalized) is 0.757. (5) The peptide sequence is AKNSTFLIDGPDTSE. The MHC is DRB1_0301 with pseudo-sequence DRB1_0301. The binding affinity (normalized) is 0.576. (6) The peptide sequence is LMCEIEGHHLASAAI. The MHC is DRB1_1602 with pseudo-sequence DRB1_1602. The binding affinity (normalized) is 0.375. (7) The MHC is HLA-DPA10301-DPB10402 with pseudo-sequence HLA-DPA10301-DPB10402. The peptide sequence is DLVANQPNLKALREK. The binding affinity (normalized) is 0.358. (8) The peptide sequence is TISNNLFFNHHKVML. The MHC is DRB1_1201 with pseudo-sequence DRB1_1201. The binding affinity (normalized) is 0.458.